Dataset: Catalyst prediction with 721,799 reactions and 888 catalyst types from USPTO. Task: Predict which catalyst facilitates the given reaction. (1) Reactant: [Br:1][C:2]1[CH:7]=[CH:6][C:5]([CH:8]([CH2:12][CH:13]2[CH2:18][CH2:17][N:16]([CH3:19])[CH2:15][CH2:14]2)[C:9]([OH:11])=[O:10])=[CH:4][CH:3]=1.[CH3:20]O. Product: [CH3:20][O:10][C:9](=[O:11])[CH:8]([C:5]1[CH:4]=[CH:3][C:2]([Br:1])=[CH:7][CH:6]=1)[CH2:12][CH:13]1[CH2:14][CH2:15][N:16]([CH3:19])[CH2:17][CH2:18]1. The catalyst class is: 820. (2) Reactant: [Cl:1][C:2]1[C:11]2[C:6](=[CH:7][CH:8]=[C:9]([C:12]#[N:13])[CH:10]=2)[N:5]=[C:4]([CH3:14])[C:3]=1[C:15]([O:17][CH3:18])=[O:16].[Br:19]N1C(=O)CCC1=O.N(C(C)(C)C#N)=NC(C)(C)C#N. Product: [Br:19][CH2:14][C:4]1[C:3]([C:15]([O:17][CH3:18])=[O:16])=[C:2]([Cl:1])[C:11]2[C:6](=[CH:7][CH:8]=[C:9]([C:12]#[N:13])[CH:10]=2)[N:5]=1. The catalyst class is: 53. (3) Reactant: [CH3:1][N:2]1[CH:6]=[C:5]([C:7]2[CH:12]=[CH:11][CH:10]=[CH:9][CH:8]=2)[CH:4]=[C:3]1[C:13]([O:15]CC)=[O:14].[OH-].[Na+]. Product: [CH3:1][N:2]1[CH:6]=[C:5]([C:7]2[CH:12]=[CH:11][CH:10]=[CH:9][CH:8]=2)[CH:4]=[C:3]1[C:13]([OH:15])=[O:14]. The catalyst class is: 5. (4) The catalyst class is: 20. Product: [OH:31][C:30]([CH3:33])([CH2:32][OH:37])[CH2:29][O:28][C:24]1[CH:23]=[C:22]([CH:27]=[CH:26][CH:25]=1)[O:21][C:8]1[C:9]([NH:11][S:12]([C:15]2[N:16]=[CH:17][N:18]([CH3:20])[CH:19]=2)(=[O:14])=[O:13])=[CH:10][C:5]2[N:4]([CH3:34])[C:3](=[O:35])[N:2]([CH3:1])[C:6]=2[CH:7]=1. Reactant: [CH3:1][N:2]1[C:6]2[CH:7]=[C:8]([O:21][C:22]3[CH:27]=[CH:26][CH:25]=[C:24]([O:28][CH2:29][C:30]4([CH3:33])[CH2:32][O:31]4)[CH:23]=3)[C:9]([NH:11][S:12]([C:15]3[N:16]=[CH:17][N:18]([CH3:20])[CH:19]=3)(=[O:14])=[O:13])=[CH:10][C:5]=2[N:4]([CH3:34])[C:3]1=[O:35].S(=O)(=O)(O)[OH:37]. (5) Reactant: C([O:8][C:9]1[CH:10]=[C:11]2[C:15](=[CH:16][CH:17]=1)[N:14]([CH2:18][CH2:19][C:20]([CH3:23])([OH:22])[CH3:21])[CH:13]=[CH:12]2)C1C=CC=CC=1.C(N(CC)CC)C. Product: [OH:22][C:20]([CH3:23])([CH3:21])[CH2:19][CH2:18][N:14]1[C:15]2[C:11](=[CH:10][C:9]([OH:8])=[CH:17][CH:16]=2)[CH:12]=[CH:13]1. The catalyst class is: 43. (6) Reactant: [CH2:1]([O:4][C:5]1[CH:10]=[CH:9][C:8]([CH:11]2[CH2:16][CH2:15][NH:14][CH2:13][CH2:12]2)=[CH:7][CH:6]=1)[CH2:2][CH3:3].Br[C:18]1[CH:23]=[CH:22][C:21]([C@@H:24]([NH:26][C:27](=[O:29])[CH3:28])[CH3:25])=[CH:20][CH:19]=1.C(P(C(C)(C)C)C1C=CC=CC=1C1C=CC=CC=1)(C)(C)C. Product: [CH2:1]([O:4][C:5]1[CH:10]=[CH:9][C:8]([CH:11]2[CH2:12][CH2:13][N:14]([C:18]3[CH:23]=[CH:22][C:21]([C@@H:24]([NH:26][C:27](=[O:29])[CH3:28])[CH3:25])=[CH:20][CH:19]=3)[CH2:15][CH2:16]2)=[CH:7][CH:6]=1)[CH2:2][CH3:3]. The catalyst class is: 12. (7) Reactant: [CH3:1][O:2][C:3](=[O:27])[C:4]1[CH:9]=[CH:8][CH:7]=[CH:6][C:5]=1[NH:10][C:11]1[N:15]([C:16]2[CH:21]=[CH:20][CH:19]=[CH:18][C:17]=2[C:22]([F:25])([F:24])[F:23])[N:14]=[C:13]([CH3:26])[CH:12]=1.[Br:28]N1C(C)(C)C(=O)N(Br)C1=O. Product: [CH3:1][O:2][C:3](=[O:27])[C:4]1[CH:9]=[CH:8][CH:7]=[CH:6][C:5]=1[NH:10][C:11]1[N:15]([C:16]2[CH:21]=[CH:20][CH:19]=[CH:18][C:17]=2[C:22]([F:25])([F:23])[F:24])[N:14]=[C:13]([CH3:26])[C:12]=1[Br:28]. The catalyst class is: 4. (8) Reactant: [NH2:1][C:2]1[C:3](/[C:9](=[N:15]\[H])/[NH:10][O:11][C:12](=O)[CH3:13])=[N:4][C:5]([Br:8])=[CH:6][N:7]=1.CC(O)=O.C([O-])(O)=O.[Na+]. The catalyst class is: 6. Product: [Br:8][C:5]1[N:4]=[C:3]([C:9]2[N:15]=[C:12]([CH3:13])[O:11][N:10]=2)[C:2]([NH2:1])=[N:7][CH:6]=1.